From a dataset of Forward reaction prediction with 1.9M reactions from USPTO patents (1976-2016). Predict the product of the given reaction. (1) Given the reactants Cl[CH2:2][C:3]1[CH:8]=[CH:7][C:6]([C:9]2([NH:12][C:13](=[O:15])[CH3:14])[CH2:11][CH2:10]2)=[CH:5][CH:4]=1.[F:16][C:17]1[N:22]=[C:21]([N:23]2[CH2:28][CH2:27][NH:26][CH2:25][CH2:24]2)[CH:20]=[CH:19][CH:18]=1, predict the reaction product. The product is: [F:16][C:17]1[N:22]=[C:21]([N:23]2[CH2:28][CH2:27][N:26]([CH2:2][C:3]3[CH:8]=[CH:7][C:6]([C:9]4([NH:12][C:13](=[O:15])[CH3:14])[CH2:11][CH2:10]4)=[CH:5][CH:4]=3)[CH2:25][CH2:24]2)[CH:20]=[CH:19][CH:18]=1. (2) Given the reactants [C:1]([O:5][C:6]([NH:8][CH2:9][CH2:10][C:11]([OH:13])=O)=[O:7])([CH3:4])([CH3:3])[CH3:2].ON1C(=O)CCC1=O.C1CCC(N=C=NC2CCCCC2)CC1.[CH2:37]([NH2:44])[C:38]1[CH:43]=[CH:42][CH:41]=[CH:40][CH:39]=1, predict the reaction product. The product is: [C:1]([O:5][C:6]([NH:8][CH2:9][CH2:10][C:11]([NH:44][CH2:37][C:38]1[CH:43]=[CH:42][CH:41]=[CH:40][CH:39]=1)=[O:13])=[O:7])([CH3:2])([CH3:3])[CH3:4].